Dataset: NCI-60 drug combinations with 297,098 pairs across 59 cell lines. Task: Regression. Given two drug SMILES strings and cell line genomic features, predict the synergy score measuring deviation from expected non-interaction effect. (1) Drug 1: C1CCC(C1)C(CC#N)N2C=C(C=N2)C3=C4C=CNC4=NC=N3. Drug 2: CC1=C(C=C(C=C1)NC(=O)C2=CC=C(C=C2)CN3CCN(CC3)C)NC4=NC=CC(=N4)C5=CN=CC=C5. Cell line: NCI/ADR-RES. Synergy scores: CSS=-5.67, Synergy_ZIP=0.310, Synergy_Bliss=-5.71, Synergy_Loewe=-6.72, Synergy_HSA=-7.19. (2) Drug 1: CCCCCOC(=O)NC1=NC(=O)N(C=C1F)C2C(C(C(O2)C)O)O. Drug 2: N.N.Cl[Pt+2]Cl. Cell line: SW-620. Synergy scores: CSS=20.4, Synergy_ZIP=-11.9, Synergy_Bliss=-3.00, Synergy_Loewe=-16.1, Synergy_HSA=-0.900. (3) Drug 1: COC1=C(C=C2C(=C1)N=CN=C2NC3=CC(=C(C=C3)F)Cl)OCCCN4CCOCC4. Drug 2: CC=C1C(=O)NC(C(=O)OC2CC(=O)NC(C(=O)NC(CSSCCC=C2)C(=O)N1)C(C)C)C(C)C. Cell line: TK-10. Synergy scores: CSS=59.2, Synergy_ZIP=4.41, Synergy_Bliss=4.25, Synergy_Loewe=1.07, Synergy_HSA=9.12. (4) Cell line: HOP-92. Drug 2: CC1C(C(CC(O1)OC2CC(CC3=C2C(=C4C(=C3O)C(=O)C5=C(C4=O)C(=CC=C5)OC)O)(C(=O)CO)O)N)O.Cl. Synergy scores: CSS=51.0, Synergy_ZIP=-0.653, Synergy_Bliss=0.442, Synergy_Loewe=-0.607, Synergy_HSA=3.57. Drug 1: CC12CCC3C(C1CCC2O)C(CC4=C3C=CC(=C4)O)CCCCCCCCCS(=O)CCCC(C(F)(F)F)(F)F. (5) Drug 1: CC1=C2C(C(=O)C3(C(CC4C(C3C(C(C2(C)C)(CC1OC(=O)C(C(C5=CC=CC=C5)NC(=O)OC(C)(C)C)O)O)OC(=O)C6=CC=CC=C6)(CO4)OC(=O)C)O)C)O. Drug 2: CC1=C(C(=O)C2=C(C1=O)N3CC4C(C3(C2COC(=O)N)OC)N4)N. Cell line: A549. Synergy scores: CSS=40.3, Synergy_ZIP=-0.172, Synergy_Bliss=-2.28, Synergy_Loewe=-5.27, Synergy_HSA=0.171. (6) Drug 1: C1CNP(=O)(OC1)N(CCCl)CCCl. Drug 2: C1C(C(OC1N2C=NC3=C2NC=NCC3O)CO)O. Cell line: MALME-3M. Synergy scores: CSS=-6.95, Synergy_ZIP=2.89, Synergy_Bliss=-3.66, Synergy_Loewe=-9.03, Synergy_HSA=-10.4. (7) Drug 1: C1=CC(=CC=C1CCCC(=O)O)N(CCCl)CCCl. Drug 2: C1C(C(OC1N2C=NC3=C(N=C(N=C32)Cl)N)CO)O. Cell line: DU-145. Synergy scores: CSS=24.6, Synergy_ZIP=-9.59, Synergy_Bliss=-6.85, Synergy_Loewe=-8.32, Synergy_HSA=-8.32. (8) Drug 1: CC(C1=C(C=CC(=C1Cl)F)Cl)OC2=C(N=CC(=C2)C3=CN(N=C3)C4CCNCC4)N. Drug 2: C1=CC(=CC=C1C#N)C(C2=CC=C(C=C2)C#N)N3C=NC=N3. Cell line: HS 578T. Synergy scores: CSS=5.75, Synergy_ZIP=3.09, Synergy_Bliss=12.3, Synergy_Loewe=5.57, Synergy_HSA=6.38.